Dataset: Forward reaction prediction with 1.9M reactions from USPTO patents (1976-2016). Task: Predict the product of the given reaction. (1) Given the reactants [O:1]=[C:2]1[NH:7][C:6]2[CH:8]=[C:9]([C:12](OC)=[O:13])[CH:10]=[N:11][C:5]=2[N:4]2[CH2:16][CH2:17][CH2:18][CH2:19][C@@H:3]12.[H-].[Na+].[H-].[H-].[H-].[H-].[Li+].[Al+3].CO, predict the reaction product. The product is: [OH:13][CH2:12][C:9]1[CH:10]=[N:11][C:5]2[N:4]3[CH2:16][CH2:17][CH2:18][CH2:19][C@H:3]3[C:2](=[O:1])[NH:7][C:6]=2[CH:8]=1. (2) Given the reactants [OH:1]N1[C:6](=[O:7])[C:5]2=[CH:8][CH:9]=[CH:10][CH:11]=[C:4]2C1=O.[C:13]1([CH:19]([CH3:21])[CH3:20])[CH:18]=[CH:17][CH:16]=[CH:15][CH:14]=1, predict the reaction product. The product is: [C:6]([C:5]1[CH:4]=[CH:11][CH:10]=[CH:9][CH:8]=1)(=[O:7])[CH3:13].[C:13]1([C:19]([OH:1])([CH3:21])[CH3:20])[CH:18]=[CH:17][CH:16]=[CH:15][CH:14]=1.[C:13]1([OH:1])[CH:18]=[CH:17][CH:16]=[CH:15][CH:14]=1.[C:13]1([CH:19]([CH3:21])[CH3:20])[CH:18]=[CH:17][CH:16]=[CH:15][CH:14]=1. (3) Given the reactants [CH3:1][C:2]1([CH3:24])[O:6][CH:5]([CH2:7][C:8]2[C:13]([O:14][CH3:15])=[CH:12][CH:11]=[CH:10][C:9]=2[CH2:16][NH:17][CH:18]2[CH2:23][CH2:22][NH:21][CH2:20][CH2:19]2)[CH2:4][O:3]1.[C:25](O)(=[O:27])[CH3:26].C(N(C(C)C)CC)(C)C.F[P-](F)(F)(F)(F)F.N1(O[P+](N(C)C)(N(C)C)N(C)C)C2C=CC=CC=2N=N1, predict the reaction product. The product is: [C:25]([N:21]1[CH2:20][CH2:19][CH:18]([NH:17][CH2:16][C:9]2[CH:10]=[CH:11][CH:12]=[C:13]([O:14][CH3:15])[C:8]=2[CH2:7][CH:5]2[CH2:4][O:3][C:2]([CH3:24])([CH3:1])[O:6]2)[CH2:23][CH2:22]1)(=[O:27])[CH3:26]. (4) Given the reactants [C:1]([C:3]([C:6]1[CH:7]=[C:8]([CH:13]=[C:14]([OH:16])[CH:15]=1)[C:9]([O:11][CH3:12])=[O:10])([CH3:5])[CH3:4])#[N:2].Cl.Cl[CH2:19][CH2:20][N:21]1[CH2:25][CH2:24][CH2:23][CH2:22]1.C(=O)([O-])[O-].[K+].[K+].[I-].[Na+], predict the reaction product. The product is: [CH3:12][O:11][C:9](=[O:10])[C:8]1[CH:13]=[C:14]([O:16][CH2:19][CH2:20][N:21]2[CH2:25][CH2:24][CH2:23][CH2:22]2)[CH:15]=[C:6]([C:3]([C:1]#[N:2])([CH3:5])[CH3:4])[CH:7]=1. (5) Given the reactants [CH2:1]([N:3]1[CH2:8][CH2:7][N:6]([C:9]2[C:14]3[CH:15]=[CH:16][S:17][C:13]=3[CH:12]=[C:11]([C:18]3[CH:23]=[CH:22][C:21]([O:24][CH2:25][CH:26]([O:28][Si](C(C)(C)C)(C4C=CC=CC=4)C4C=CC=CC=4)[CH3:27])=[CH:20][CH:19]=3)[N:10]=2)[CH2:5][CH2:4]1)[CH3:2].[F-].C([N+](CCCC)(CCCC)CCCC)CCC.C1COCC1, predict the reaction product. The product is: [CH2:1]([N:3]1[CH2:8][CH2:7][N:6]([C:9]2[C:14]3[CH:15]=[CH:16][S:17][C:13]=3[CH:12]=[C:11]([C:18]3[CH:23]=[CH:22][C:21]([O:24][CH2:25][CH:26]([OH:28])[CH3:27])=[CH:20][CH:19]=3)[N:10]=2)[CH2:5][CH2:4]1)[CH3:2].